From a dataset of Forward reaction prediction with 1.9M reactions from USPTO patents (1976-2016). Predict the product of the given reaction. The product is: [Cl:35][C:19]1[CH:20]=[C:15]([N:12]2[CH2:13][CH2:14][N:9]([C:4]3[CH:3]=[C:2]([CH3:1])[CH:7]=[C:6]([CH3:8])[N:5]=3)[CH2:10][CH2:11]2)[CH:16]=[CH:17][C:18]=1[N+:22]([O-:24])=[O:23]. Given the reactants [CH3:1][C:2]1[CH:7]=[C:6]([CH3:8])[N:5]=[C:4]([N:9]2[CH2:14][CH2:13][N:12]([C:15]3[CH:16]=[CH:17][C:18]([N+:22]([O-:24])=[O:23])=[C:19](N)[CH:20]=3)[CH2:11][CH2:10]2)[CH:3]=1.N([O-])=O.[Na+].C(=O)([O-])[O-].[Na+].[Na+].[ClH:35], predict the reaction product.